Dataset: Catalyst prediction with 721,799 reactions and 888 catalyst types from USPTO. Task: Predict which catalyst facilitates the given reaction. (1) Reactant: Cl.[F:2][C:3]1[CH:4]=[N:5][C:6]([C@@H:9]([NH2:11])[CH3:10])=[N:7][CH:8]=1.Cl[C:13]1[N:18]=[C:17]([NH:19][C:20]2[CH:24]=[C:23]([CH:25]3[CH2:27][CH2:26]3)[NH:22][N:21]=2)[C:16]([Cl:28])=[CH:15][N:14]=1.CCN(C(C)C)C(C)C. Product: [Cl:28][C:16]1[C:17]([NH:19][C:20]2[CH:24]=[C:23]([CH:25]3[CH2:27][CH2:26]3)[NH:22][N:21]=2)=[N:18][C:13]([NH:11][C@H:9]([C:6]2[N:7]=[CH:8][C:3]([F:2])=[CH:4][N:5]=2)[CH3:10])=[N:14][CH:15]=1. The catalyst class is: 114. (2) Reactant: [OH:1][C:2]1[CH:7]=[CH:6][C:5]([N:8]2[CH2:13][CH2:12][N:11]([C:14]([O:16][C:17]([CH3:20])([CH3:19])[CH3:18])=[O:15])[CH2:10][CH2:9]2)=[CH:4][CH:3]=1.Br[C:22]1[N:23]([CH2:30][C:31]2([CH3:34])[CH2:33][O:32]2)[CH:24]=[C:25]([N+:27]([O-:29])=[O:28])[N:26]=1.[H-].[Na+]. Product: [C:17]([O:16][C:14]([N:11]1[CH2:12][CH2:13][N:8]([C:5]2[CH:6]=[CH:7][C:2]([O:1][CH2:33][C:31]3([CH3:34])[O:32][C:22]4=[N:26][C:25]([N+:27]([O-:29])=[O:28])=[CH:24][N:23]4[CH2:30]3)=[CH:3][CH:4]=2)[CH2:9][CH2:10]1)=[O:15])([CH3:20])([CH3:19])[CH3:18]. The catalyst class is: 18.